From a dataset of Full USPTO retrosynthesis dataset with 1.9M reactions from patents (1976-2016). Predict the reactants needed to synthesize the given product. (1) Given the product [NH2:1][C:2]1[C:3]([CH3:32])=[C:4]([CH3:31])[C:5]([O:6][CH2:7][C:8]([N:10]([CH3:11])[CH:12]2[CH2:13][CH2:14][N:15]([CH2:18][C:19]3[CH:20]=[CH:21][C:22]([C:25]([NH2:26])=[O:38])=[CH:23][CH:24]=3)[CH2:16][CH2:17]2)=[O:9])=[C:27]([CH3:30])[C:28]=1[CH3:29], predict the reactants needed to synthesize it. The reactants are: [NH2:1][C:2]1[C:28]([CH3:29])=[C:27]([CH3:30])[C:5]([O:6][CH2:7][C:8]([N:10]([CH:12]2[CH2:17][CH2:16][N:15]([CH2:18][C:19]3[CH:24]=[CH:23][C:22]([C:25]#[N:26])=[CH:21][CH:20]=3)[CH2:14][CH2:13]2)[CH3:11])=[O:9])=[C:4]([CH3:31])[C:3]=1[CH3:32].OO.[OH-].[Na+].C(=O)([O-])[OH:38].[Na+]. (2) Given the product [C@@H:20]12[CH2:26][C@@H:23]([CH2:24][CH2:25]1)[CH2:22][C@@H:21]2[NH:27][C:6]1[N:5]=[C:4]([CH:1]([CH3:3])[CH3:2])[C:9]([C:10]([O:12][CH2:13][CH3:14])=[O:11])=[CH:8][N:7]=1, predict the reactants needed to synthesize it. The reactants are: [CH:1]([C:4]1[C:9]([C:10]([O:12][CH2:13][CH3:14])=[O:11])=[CH:8][N:7]=[C:6](S(C)(=O)=O)[N:5]=1)([CH3:3])[CH3:2].Cl.[C@@H:20]12[CH2:26][C@@H:23]([CH2:24][CH2:25]1)[CH2:22][C@@H:21]2[NH2:27].O1CCOCC1.C(N(CC)C(C)C)(C)C. (3) Given the product [CH:6]([N:5]([CH:6]([CH3:11])[CH3:7])[C:3](=[O:4])[C:2]1[CH:13]=[CH:13][CH:2]=[CH:3][CH:14]=1)([CH3:7])[CH3:11], predict the reactants needed to synthesize it. The reactants are: C[C:2]([CH3:14])([CH3:13])[C:3]([NH:5][C:6]1[CH:7]=NC=C[C:11]=1I)=[O:4].C(=O)([O-])[O-].[Na+].[Na+]. (4) Given the product [F:9][C:4]1[CH:5]=[CH:6][CH:7]=[CH:8][C:3]=1[CH2:2][O:10][C:11]1[C:12]([CH3:20])=[CH:13][C:14]([CH:15]=[O:16])=[CH:17][C:18]=1[CH3:19], predict the reactants needed to synthesize it. The reactants are: Br[CH2:2][C:3]1[CH:8]=[CH:7][CH:6]=[CH:5][C:4]=1[F:9].[OH:10][C:11]1[C:18]([CH3:19])=[CH:17][C:14]([CH:15]=[O:16])=[CH:13][C:12]=1[CH3:20].C([O-])([O-])=O.[K+].[K+]. (5) Given the product [CH:1]1([C:4]2[CH:5]=[C:6]([C:10]3[N:15]=[CH:14][C:13]4[CH:16]=[N:17][N:18]([C:19]5[CH:24]=[CH:23][CH:22]=[C:21]([N:26]6[CH2:31][CH2:30][NH:29][CH2:28][CH2:27]6)[N:20]=5)[C:12]=4[CH:11]=3)[CH:7]=[N:8][CH:9]=2)[CH2:3][CH2:2]1, predict the reactants needed to synthesize it. The reactants are: [CH:1]1([C:4]2[CH:5]=[C:6]([C:10]3[N:15]=[CH:14][C:13]4[CH:16]=[N:17][N:18]([C:19]5[CH:24]=[CH:23][CH:22]=[C:21](F)[N:20]=5)[C:12]=4[CH:11]=3)[CH:7]=[N:8][CH:9]=2)[CH2:3][CH2:2]1.[NH:26]1[CH2:31][CH2:30][NH:29][CH2:28][CH2:27]1. (6) Given the product [C:20]1([S:26][C:16]2[CH:17]=[CH:18][C:13]([N:4]3[NH:3][C:2](=[O:1])[C:11]4[C:6](=[CH:7][CH:8]=[CH:9][CH:10]=4)[C:5]3=[O:12])=[CH:14][CH:15]=2)[CH:25]=[CH:24][CH:23]=[CH:22][CH:21]=1, predict the reactants needed to synthesize it. The reactants are: [OH:1][C:2]1[C:11]2[C:6](=[CH:7][CH:8]=[CH:9][CH:10]=2)[C:5](=[O:12])[N:4]([C:13]2[CH:18]=[CH:17][C:16](I)=[CH:15][CH:14]=2)[N:3]=1.[C:20]1([SH:26])[CH:25]=[CH:24][CH:23]=[CH:22][CH:21]=1.C(O)CO.O. (7) Given the product [N+:1]([C:4]1[CH:13]=[CH:12][C:7](/[CH:8]=[CH:9]/[C:10]2[S:21][C:16]3[CH:17]=[CH:18][CH:19]=[CH:20][C:15]=3[N:14]=2)=[CH:6][CH:5]=1)([O-:3])=[O:2], predict the reactants needed to synthesize it. The reactants are: [N+:1]([C:4]1[CH:13]=[CH:12][C:7](/[CH:8]=[CH:9]/[CH2:10]Cl)=[CH:6][CH:5]=1)([O-:3])=[O:2].[NH2:14][C:15]1[CH:20]=[CH:19][CH:18]=[CH:17][C:16]=1[SH:21].C(=O)([O-])[O-].[Na+].[Na+]. (8) Given the product [CH3:1][C:2]1[S:3][CH:4]=[C:5]([CH2:7][CH2:8][OH:9])[N:6]=1, predict the reactants needed to synthesize it. The reactants are: [CH3:1][C:2]1[S:3][CH:4]=[C:5]([CH2:7][C:8](OCC)=[O:9])[N:6]=1.[BH4-].[Li+]. (9) Given the product [F:1][C:2]([F:34])([F:33])[C:3]1[CH:4]=[C:5]([C@H:13]2[O:18][C:17](=[O:19])[N:16]([CH2:20][C:21]3[CH:26]=[C:25]([C:27]([F:30])([F:29])[F:28])[CH:24]=[CH:23][C:22]=3[C:38]3[CH:39]=[C:40]([C:43]4([CH2:46][OH:47])[CH2:44][CH2:45]4)[CH:41]=[CH:42][C:37]=3[O:36][CH3:35])[C@@H:15]([CH3:32])[CH2:14]2)[CH:6]=[C:7]([C:9]([F:12])([F:11])[F:10])[CH:8]=1, predict the reactants needed to synthesize it. The reactants are: [F:1][C:2]([F:34])([F:33])[C:3]1[CH:4]=[C:5]([C@H:13]2[O:18][C:17](=[O:19])[N:16]([CH2:20][C:21]3[CH:26]=[C:25]([C:27]([F:30])([F:29])[F:28])[CH:24]=[CH:23][C:22]=3I)[C@@H:15]([CH3:32])[CH2:14]2)[CH:6]=[C:7]([C:9]([F:12])([F:11])[F:10])[CH:8]=1.[CH3:35][O:36][C:37]1[CH:42]=[CH:41][C:40]([C:43]2([CH2:46][OH:47])[CH2:45][CH2:44]2)=[CH:39][C:38]=1B1OC(C)(C)C(C)(C)O1.C([O-])([O-])=O.[K+].[K+]. (10) Given the product [OH:32][C:25]1([C:2]2[C:3]([CH2:11][OH:12])=[CH:4][C:5]3[O:9][CH2:8][O:7][C:6]=3[CH:10]=2)[C:26]2[C:31](=[CH:30][CH:29]=[CH:28][CH:27]=2)[N:23]([CH2:18][CH2:19][CH2:20][CH2:21][CH3:22])[C:24]1=[O:33], predict the reactants needed to synthesize it. The reactants are: Br[C:2]1[C:3]([CH2:11][OH:12])=[CH:4][C:5]2[O:9][CH2:8][O:7][C:6]=2[CH:10]=1.[Li]CCCC.[CH2:18]([N:23]1[C:31]2[C:26](=[CH:27][CH:28]=[CH:29][CH:30]=2)[C:25](=[O:32])[C:24]1=[O:33])[CH2:19][CH2:20][CH2:21][CH3:22].